Dataset: Forward reaction prediction with 1.9M reactions from USPTO patents (1976-2016). Task: Predict the product of the given reaction. Given the reactants C[O:2][C:3](=O)[CH2:4][CH:5]1[C:31]2[C:26](=[CH:27][CH:28]=[CH:29][CH:30]=2)[C:7]2([CH2:12][CH2:11][N:10]([C:13]([O:15][CH:16]3[CH:23]4[CH2:24][CH:19]5[CH2:20][CH:21]([CH2:25][CH:17]3[CH2:18]5)[CH2:22]4)=[O:14])[CH2:9][CH2:8]2)[CH2:6]1.[CH3:33][NH2:34], predict the reaction product. The product is: [CH3:33][NH:34][C:3](=[O:2])[CH2:4][CH:5]1[C:31]2[C:26](=[CH:27][CH:28]=[CH:29][CH:30]=2)[C:7]2([CH2:12][CH2:11][N:10]([C:13]([O:15][CH:16]3[CH:23]4[CH2:22][CH:21]5[CH2:20][CH:19]([CH2:18][CH:17]3[CH2:25]5)[CH2:24]4)=[O:14])[CH2:9][CH2:8]2)[CH2:6]1.